From a dataset of Forward reaction prediction with 1.9M reactions from USPTO patents (1976-2016). Predict the product of the given reaction. (1) Given the reactants [Cl:1][C:2]1[CH:27]=[CH:26][C:5]([CH2:6][C@H:7]2[CH2:11][N:10]([CH2:12][C:13]3[C:22]4[C:17](=[CH:18][CH:19]=[CH:20][CH:21]=4)[CH:16]=[CH:15][CH:14]=3)[CH2:9][C@@H:8]2[C:23](O)=[O:24])=[CH:4][CH:3]=1.[NH2:28][C@:29]1([C:34]([NH:36][S:37]([C:40]2[CH:45]=[CH:44][CH:43]=[C:42]([O:46][CH2:47][C:48]3[CH:53]=[CH:52][CH:51]=[CH:50][CH:49]=3)[CH:41]=2)(=[O:39])=[O:38])=[O:35])[CH2:31][C@H:30]1[CH:32]=[CH2:33].CCN(C(C)C)C(C)C.CN(C(ON1N=NC2C=CC=CC1=2)=[N+](C)C)C.[B-](F)(F)(F)F, predict the reaction product. The product is: [CH2:47]([O:46][C:42]1[CH:41]=[C:40]([S:37]([NH:36][C:34]([C@@:29]2([NH:28][C:23]([C@@H:8]3[C@@H:7]([CH2:6][C:5]4[CH:4]=[CH:3][C:2]([Cl:1])=[CH:27][CH:26]=4)[CH2:11][N:10]([CH2:12][C:13]4[C:22]5[C:17](=[CH:18][CH:19]=[CH:20][CH:21]=5)[CH:16]=[CH:15][CH:14]=4)[CH2:9]3)=[O:24])[CH2:31][C@H:30]2[CH:32]=[CH2:33])=[O:35])(=[O:38])=[O:39])[CH:45]=[CH:44][CH:43]=1)[C:48]1[CH:49]=[CH:50][CH:51]=[CH:52][CH:53]=1. (2) Given the reactants C(OC([NH:11][C:12]1[C:13](=[O:26])[N:14]([CH2:18][C:19]([O:21][C:22]([CH3:25])([CH3:24])[CH3:23])=[O:20])[CH:15]=[CH:16][CH:17]=1)=O)C1C=CC=CC=1, predict the reaction product. The product is: [NH2:11][C:12]1[C:13](=[O:26])[N:14]([CH2:18][C:19]([O:21][C:22]([CH3:24])([CH3:23])[CH3:25])=[O:20])[CH:15]=[CH:16][CH:17]=1. (3) Given the reactants [CH2:1]([O:8][C:9]1[CH:14]=[CH:13][C:12]([CH2:15][C:16](Cl)=O)=[CH:11][CH:10]=1)[C:2]1[CH:7]=[CH:6][CH:5]=[CH:4][CH:3]=1.[CH3:19][O:20][C:21]1[CH:22]=[C:23]2[C:28](=[CH:29][CH:30]=1)[CH2:27][CH:26]([C:31]1[CH:36]=[CH:35][CH:34]=[CH:33][C:32]=1[NH2:37])[CH2:25][CH2:24]2, predict the reaction product. The product is: [CH2:1]([O:8][C:9]1[CH:10]=[CH:11][C:12]([CH2:15][CH2:16][NH:37][C:32]2[CH:33]=[CH:34][CH:35]=[CH:36][C:31]=2[CH:26]2[CH2:25][CH2:24][C:23]3[C:28](=[CH:29][CH:30]=[C:21]([O:20][CH3:19])[CH:22]=3)[CH2:27]2)=[CH:13][CH:14]=1)[C:2]1[CH:3]=[CH:4][CH:5]=[CH:6][CH:7]=1. (4) Given the reactants [C:1]([C:4]1[CH:13]=[CH:12][C:11]([OH:14])=[C:10]2[C:5]=1[CH:6]=[CH:7][C:8](=[O:15])[NH:9]2)(=[O:3])[CH3:2].C([O-])(O)=O.[Na+].[I-].[Na+].Cl[CH2:24][C:25]1[CH:30]=[CH:29][C:28]([O:31][CH3:32])=[CH:27][CH:26]=1, predict the reaction product. The product is: [C:1]([C:4]1[CH:13]=[CH:12][C:11]([O:14][CH2:24][C:25]2[CH:30]=[CH:29][C:28]([O:31][CH3:32])=[CH:27][CH:26]=2)=[C:10]2[C:5]=1[CH:6]=[CH:7][C:8](=[O:15])[NH:9]2)(=[O:3])[CH3:2]. (5) The product is: [NH:7]1[C:11]2[CH:12]=[CH:13][CH:14]=[CH:15][C:10]=2[N:9]=[C:8]1[C:16]1[O:17][C:18]2[CH:24]=[C:23]([C:25]3[CH:26]=[C:27]([OH:31])[CH:28]=[N:29][CH:30]=3)[CH:22]=[CH:21][C:19]=2[N:20]=1. Given the reactants C[Si](C)(C)CCOC[N:7]1[C:11]2[CH:12]=[CH:13][CH:14]=[CH:15][C:10]=2[N:9]=[C:8]1[C:16]1[O:17][C:18]2[CH:24]=[C:23]([C:25]3[CH:26]=[C:27]([OH:31])[CH:28]=[N:29][CH:30]=3)[CH:22]=[CH:21][C:19]=2[N:20]=1.FC(F)(F)C(O)=O, predict the reaction product. (6) Given the reactants [N:1]1([CH2:7][CH2:8][NH2:9])[CH2:6][CH2:5][CH2:4][CH2:3][CH2:2]1.[N+]([N:13]1[CH:21]=[C:20]2[C:15]([CH:16]=[C:17]([N+:22]([O-:24])=[O:23])[CH:18]=[CH:19]2)=[N:14]1)([O-])=O, predict the reaction product. The product is: [N+:22]([C:17]1[CH:16]=[C:15]2[C:20]([C:21]([NH:9][CH2:8][CH2:7][N:1]3[CH2:6][CH2:5][CH2:4][CH2:3][CH2:2]3)=[N:13][NH:14]2)=[CH:19][CH:18]=1)([O-:24])=[O:23]. (7) Given the reactants [CH3:1][O:2][CH:3]([O:8][CH3:9])[C:4](OC)=[O:5].[Cl:10][C:11]1[CH:18]=[CH:17][C:16]([Cl:19])=[CH:15][C:12]=1[CH2:13][NH2:14], predict the reaction product. The product is: [Cl:10][C:11]1[CH:18]=[CH:17][C:16]([Cl:19])=[CH:15][C:12]=1[CH2:13][NH:14][C:4](=[O:5])[CH:3]([O:8][CH3:9])[O:2][CH3:1]. (8) The product is: [C:1]([C:3]([C:6]1[CH:7]=[C:8]([CH:31]=[CH:32][CH:33]=1)[C:9]([NH:11][C:12]1[CH:13]=[CH:14][C:15]([CH3:30])=[C:16]([NH:18][C:19]([C:21]2[CH:22]=[N:23][CH:24]=[C:25]([C:26]([NH:38][CH3:37])=[O:28])[CH:29]=2)=[O:20])[CH:17]=1)=[O:10])([CH3:4])[CH3:5])#[N:2]. Given the reactants [C:1]([C:3]([C:6]1[CH:7]=[C:8]([CH:31]=[CH:32][CH:33]=1)[C:9]([NH:11][C:12]1[CH:13]=[CH:14][C:15]([CH3:30])=[C:16]([NH:18][C:19]([C:21]2[CH:22]=[N:23][CH:24]=[C:25]([CH:29]=2)[C:26]([OH:28])=O)=[O:20])[CH:17]=1)=[O:10])([CH3:5])[CH3:4])#[N:2].Cl.CN.[CH3:37][N:38](C(ON1N=NC2C=CC=NC1=2)=[N+](C)C)C.F[P-](F)(F)(F)(F)F.CCN(C(C)C)C(C)C, predict the reaction product. (9) Given the reactants [C:1]1([C:14]2[CH:19]=[CH:18][CH:17]=[CH:16][CH:15]=2)[CH:6]=[CH:5][C:4]([O:7][CH2:8][CH2:9][CH2:10][C:11]([O-:13])=O)=[CH:3][CH:2]=1.[Li+].[OH:21][CH:22]([C:25]([F:28])([F:27])[F:26])[CH2:23][NH2:24].CCN=C=NCCCN(C)C.C1C=CC2N(O)N=NC=2C=1.CN1CCOCC1, predict the reaction product. The product is: [C:1]1([C:14]2[CH:19]=[CH:18][CH:17]=[CH:16][CH:15]=2)[CH:2]=[CH:3][C:4]([O:7][CH2:8][CH2:9][CH2:10][C:11]([NH:24][CH2:23][CH:22]([OH:21])[C:25]([F:28])([F:27])[F:26])=[O:13])=[CH:5][CH:6]=1. (10) Given the reactants [C:1]([N:8]1[CH:12]=[CH:11]N=C1)([N:3]1[CH:7]=[CH:6]N=C1)=[O:2].[Cl:13][C:14]1[CH:15]=[C:16]([CH:27]=[CH:28][C:29]=1[Cl:30])[CH2:17][N:18]1[CH2:24][CH2:23][CH2:22][O:21]C(CN)[CH2:19]1.NCC1[CH:41]=[CH:40][C:36]([C:37]([NH2:39])=[O:38])=[CH:35][CH:34]=1.CO, predict the reaction product. The product is: [Cl:13][C:14]1[CH:15]=[C:16]([CH:27]=[CH:28][C:29]=1[Cl:30])[CH2:17][N:18]1[CH2:24][CH2:23][CH2:22][O:21][CH:11]([CH2:12][NH:8][C:1]([NH:3][CH2:7][C:6]2[CH:41]=[CH:40][C:36]([C:37]([NH2:39])=[O:38])=[CH:35][CH:34]=2)=[O:2])[CH2:19]1.